Dataset: Forward reaction prediction with 1.9M reactions from USPTO patents (1976-2016). Task: Predict the product of the given reaction. (1) Given the reactants Cl[CH2:2][CH2:3][O:4][C:5]1[CH:10]=[CH:9][C:8]([CH2:11][CH2:12][CH2:13][OH:14])=[CH:7][C:6]=1[I:15].CC(C)([O-])C.[K+].Cl, predict the reaction product. The product is: [I:15][C:6]1[CH:7]=[C:8]([CH2:11][CH2:12][CH2:13][OH:14])[CH:9]=[CH:10][C:5]=1[O:4][CH:3]=[CH2:2]. (2) Given the reactants [Cl:1][C:2]1[CH:3]=[C:4]2[C:8](=[CH:9][CH:10]=1)[N:7]([CH2:11][CH2:12][S:13]([CH2:16][CH3:17])(=[O:15])=[O:14])[C:6]([CH2:18][OH:19])=[CH:5]2.C(N(CC)CC)C.[CH3:27][S:28](Cl)(=[O:30])=[O:29].C(=O)(O)[O-].[Na+], predict the reaction product. The product is: [CH3:27][S:28]([O:19][CH2:18][C:6]1[N:7]([CH2:11][CH2:12][S:13]([CH2:16][CH3:17])(=[O:15])=[O:14])[C:8]2[C:4]([CH:5]=1)=[CH:3][C:2]([Cl:1])=[CH:10][CH:9]=2)(=[O:30])=[O:29].